The task is: Predict which catalyst facilitates the given reaction.. This data is from Catalyst prediction with 721,799 reactions and 888 catalyst types from USPTO. (1) Reactant: [C:1]([C:3]1[CH:7]=[N:6][NH:5][C:4]=1[NH2:8])#[N:2].CN(C)[CH:11]=[CH:12][C:13]([C:15]1[CH:16]=[C:17]([N:21]([CH3:31])[S:22]([C:25]2[CH:30]=[CH:29][CH:28]=[CH:27][CH:26]=2)(=[O:24])=[O:23])[CH:18]=[CH:19][CH:20]=1)=O.C(OCC)(=O)C. Product: [C:1]([C:3]1[CH:7]=[N:6][N:5]2[C:13]([C:15]3[CH:16]=[C:17]([N:21]([CH3:31])[S:22]([C:25]4[CH:30]=[CH:29][CH:28]=[CH:27][CH:26]=4)(=[O:24])=[O:23])[CH:18]=[CH:19][CH:20]=3)=[CH:12][CH:11]=[N:8][C:4]=12)#[N:2]. The catalyst class is: 15. (2) Reactant: [Br:1]Br.C1(P(C2C=CC=CC=2)C2C=CC=CC=2)C=CC=CC=1.N1C=CN=C1.[Cl:27][C:28]1[CH:29]=[C:30]([CH:51]=[C:52]([Cl:54])[CH:53]=1)[O:31][C:32]1[C:33]([CH2:49][CH3:50])=[N:34][N:35]([CH2:39][CH2:40][NH:41][C:42](=[O:48])[O:43][C:44]([CH3:47])([CH3:46])[CH3:45])[C:36]=1[CH2:37]O. Product: [Br:1][CH2:37][C:36]1[N:35]([CH2:39][CH2:40][NH:41][C:42](=[O:48])[O:43][C:44]([CH3:47])([CH3:46])[CH3:45])[N:34]=[C:33]([CH2:49][CH3:50])[C:32]=1[O:31][C:30]1[CH:29]=[C:28]([Cl:27])[CH:53]=[C:52]([Cl:54])[CH:51]=1. The catalyst class is: 4. (3) Reactant: C([O:3][C:4](=[O:29])[CH2:5][S:6][C:7]1[N:8]=[C:9]([NH:12][C:13]([C:15]2[C:23]3[C:18](=[CH:19][C:20]([F:24])=[CH:21][CH:22]=3)[N:17]([CH2:25][CH:26]3[CH2:28][CH2:27]3)[CH:16]=2)=[O:14])[S:10][CH:11]=1)C.[OH-].[Na+].Cl. Product: [CH:26]1([CH2:25][N:17]2[C:18]3[C:23](=[CH:22][CH:21]=[C:20]([F:24])[CH:19]=3)[C:15]([C:13]([NH:12][C:9]3[S:10][CH:11]=[C:7]([S:6][CH2:5][C:4]([OH:29])=[O:3])[N:8]=3)=[O:14])=[CH:16]2)[CH2:28][CH2:27]1. The catalyst class is: 14.